From a dataset of Full USPTO retrosynthesis dataset with 1.9M reactions from patents (1976-2016). Predict the reactants needed to synthesize the given product. (1) Given the product [CH:16]1([S:19]([N:2]2[CH2:5][CH:4]([OH:6])[CH2:3]2)(=[O:21])=[O:20])[CH2:18][CH2:17]1, predict the reactants needed to synthesize it. The reactants are: Cl.[NH:2]1[CH2:5][CH:4]([OH:6])[CH2:3]1.C(N(CC)C(C)C)(C)C.[CH:16]1([S:19](Cl)(=[O:21])=[O:20])[CH2:18][CH2:17]1.O. (2) Given the product [F:1][C:2]1[CH:18]=[C:17]([N+:19]([O-:21])=[O:20])[CH:16]=[CH:15][C:3]=1[O:4][C:5]1[CH:10]=[CH:9][N:8]=[C:7]2[N:11]([C:29]([O:28][C:25]([CH3:27])([CH3:26])[CH3:24])=[O:30])[CH:12]=[C:13]([I:14])[C:6]=12, predict the reactants needed to synthesize it. The reactants are: [F:1][C:2]1[CH:18]=[C:17]([N+:19]([O-:21])=[O:20])[CH:16]=[CH:15][C:3]=1[O:4][C:5]1[CH:10]=[CH:9][N:8]=[C:7]2[NH:11][CH:12]=[C:13]([I:14])[C:6]=12.[H-].[Na+].[CH3:24][C:25]([O:28][C:29](O[C:29]([O:28][C:25]([CH3:27])([CH3:26])[CH3:24])=[O:30])=[O:30])([CH3:27])[CH3:26]. (3) Given the product [C:28]([C:25]1([C:21]2[CH:20]=[C:19]([CH:24]=[CH:23][CH:22]=2)[C:18]([NH:17][C:13]2[CH:12]=[C:11]([CH:16]=[CH:15][CH:14]=2)[O:10][C:7]2[CH:8]=[CH:9][C:4]3[N:5]([CH:31]=[C:2]([NH:1][C:37]([C:34]4[CH:35]=[CH:36][O:32][CH:33]=4)=[O:38])[N:3]=3)[N:6]=2)=[O:30])[CH2:27][CH2:26]1)#[N:29], predict the reactants needed to synthesize it. The reactants are: [NH2:1][C:2]1[N:3]=[C:4]2[CH:9]=[CH:8][C:7]([O:10][C:11]3[CH:12]=[C:13]([NH:17][C:18](=[O:30])[C:19]4[CH:24]=[CH:23][CH:22]=[C:21]([C:25]5([C:28]#[N:29])[CH2:27][CH2:26]5)[CH:20]=4)[CH:14]=[CH:15][CH:16]=3)=[N:6][N:5]2[CH:31]=1.[O:32]1[CH:36]=[CH:35][C:34]([C:37](O)=[O:38])=[CH:33]1.C(Cl)(=O)C(Cl)=O.O1CCCC1.